Dataset: Full USPTO retrosynthesis dataset with 1.9M reactions from patents (1976-2016). Task: Predict the reactants needed to synthesize the given product. Given the product [O:63]=[C:7]1[C:15]2[C:10](=[CH:11][CH:12]=[CH:13][C:14]=2[CH2:16][CH2:17][C:18]2[CH:19]=[CH:20][C:21]([C:22]([O:24][CH3:25])=[O:23])=[CH:26][CH:27]=2)[CH2:9][CH2:8]1, predict the reactants needed to synthesize it. The reactants are: COC1C=C(C=C(OC)C=1)C[C:7]1[C:15]2[C:10](=[CH:11][CH:12]=[CH:13][C:14]=2[CH2:16][CH2:17][C:18]2[CH:27]=[CH:26][C:21]([C:22]([O:24][CH3:25])=[O:23])=[CH:20][CH:19]=2)[CH2:9][CH:8]=1.C12CCCC(CCC1)B12[H]B2(C3CCCC2CCC3)[H]1.BrC1C=CC=C2C=1C(=[O:63])CC2.C(Cl)Cl.[O-]P([O-])([O-])=O.[K+].[K+].[K+].